This data is from Catalyst prediction with 721,799 reactions and 888 catalyst types from USPTO. The task is: Predict which catalyst facilitates the given reaction. (1) Reactant: [Si:1]([O:8][C:9]1[CH:10]=[CH:11][CH:12]=[C:13]2[C:18]=1[N:17]=[C:16](/[CH:19]=[N:20]/[NH:21][C:22]1[CH:27]=[C:26]([CH3:28])[CH:25]=[CH:24][N:23]=1)[CH:15]=[CH:14]2)([C:4]([CH3:7])([CH3:6])[CH3:5])([CH3:3])[CH3:2].C(O)(=O)C.C(O)(=O)C.IC1C=CC=CC=1. Product: [Si:1]([O:8][C:9]1[CH:10]=[CH:11][CH:12]=[C:13]2[C:18]=1[N:17]=[C:16]([C:19]1[N:23]3[CH:24]=[CH:25][C:26]([CH3:28])=[CH:27][C:22]3=[N:21][N:20]=1)[CH:15]=[CH:14]2)([C:4]([CH3:7])([CH3:6])[CH3:5])([CH3:3])[CH3:2]. The catalyst class is: 2. (2) Reactant: O=[C:2]1[CH2:10][CH2:9][CH:8]2[CH:4]([CH2:5][N:6]([C:11]([O:13][C:14]([CH3:17])([CH3:16])[CH3:15])=[O:12])[CH2:7]2)[CH2:3]1.[NH3:18].[CH3:19]O.[BH4-].[Na+]. Product: [NH2:18][CH:2]1[CH2:3][CH2:19][C:8]2([CH2:7][N:6]([C:11]([O:13][C:14]([CH3:15])([CH3:16])[CH3:17])=[O:12])[CH2:5][CH2:4]2)[CH2:9][CH2:10]1. The catalyst class is: 14. (3) Reactant: [N:1]12[CH2:8][CH2:7][CH:4]([CH2:5][CH2:6]1)[CH:3]([O:9][C:10]1[CH:15]=[CH:14][C:13]([C:16]3[CH:24]=[C:23]4[C:19]([CH:20]=[CH:21][NH:22]4)=[CH:18][CH:17]=3)=[CH:12][CH:11]=1)[CH2:2]2.[C:25]([OH:32])(=[O:31])/[CH:26]=[CH:27]/[C:28]([OH:30])=[O:29]. Product: [C:25]([OH:32])(=[O:31])/[CH:26]=[CH:27]/[C:28]([OH:30])=[O:29].[N:1]12[CH2:8][CH2:7][CH:4]([CH2:5][CH2:6]1)[CH:3]([O:9][C:10]1[CH:15]=[CH:14][C:13]([C:16]3[CH:24]=[C:23]4[C:19]([CH:20]=[CH:21][NH:22]4)=[CH:18][CH:17]=3)=[CH:12][CH:11]=1)[CH2:2]2. The catalyst class is: 871. (4) Reactant: Cl[N:2]1[C:10]2[C:5](=[CH:6][C:7]([N+:11]([O-:13])=[O:12])=[CH:8][CH:9]=2)[C:4](=[O:14])[NH:3]1.C([O-])([O-])=O.[K+].[K+].[Cl:21][C:22]1[CH:29]=[CH:28][CH:27]=[CH:26][C:23]=1[CH2:24]Br.[ClH:30]. Product: [Cl:30][C:8]1[CH:9]=[C:10]2[C:5]([C:4](=[O:14])[NH:3][N:2]2[CH2:24][C:23]2[CH:26]=[CH:27][CH:28]=[CH:29][C:22]=2[Cl:21])=[CH:6][C:7]=1[N+:11]([O-:13])=[O:12]. The catalyst class is: 6. (5) Reactant: Br[C:2]1[CH:3]=[C:4]([NH2:10])[C:5]([O:8][CH3:9])=[N:6][CH:7]=1.[N:11]1[CH:16]=[CH:15][C:14](B(O)O)=[CH:13][CH:12]=1.CC(C1C=C(C(C)C)C(C2C=CC=CC=2P(C2CCCCC2)C2CCCCC2)=C(C(C)C)C=1)C.[O-]P([O-])([O-])=O.[K+].[K+].[K+]. Product: [CH3:9][O:8][C:5]1[C:4]([NH2:10])=[CH:3][C:2]([C:14]2[CH:15]=[CH:16][N:11]=[CH:12][CH:13]=2)=[CH:7][N:6]=1. The catalyst class is: 110. (6) Reactant: C([O:5][C:6](=[O:37])[C:7]([CH3:36])([O:9][C:10]1[CH:35]=[CH:34][C:13]([C:14]([O:16][CH2:17][C:18]2[N:19]=[N:20][N:21]([CH2:23][C:24]3[CH:29]=[CH:28][C:27]([C:30]([F:33])([F:32])[F:31])=[CH:26][CH:25]=3)[CH:22]=2)=[O:15])=[CH:12][CH:11]=1)[CH3:8])(C)(C)C.Cl. Product: [CH3:36][C:7]([O:9][C:10]1[CH:35]=[CH:34][C:13]([C:14]([O:16][CH2:17][C:18]2[N:19]=[N:20][N:21]([CH2:23][C:24]3[CH:25]=[CH:26][C:27]([C:30]([F:32])([F:33])[F:31])=[CH:28][CH:29]=3)[CH:22]=2)=[O:15])=[CH:12][CH:11]=1)([CH3:8])[C:6]([OH:37])=[O:5]. The catalyst class is: 12.